Dataset: Catalyst prediction with 721,799 reactions and 888 catalyst types from USPTO. Task: Predict which catalyst facilitates the given reaction. (1) Reactant: [C:1]([O:5][C:6]([N:8]1[CH2:13][CH2:12][C:11]([C:21]([O:23][CH2:24][CH3:25])=[O:22])([CH2:14][CH2:15]OS(C)(=O)=O)[CH2:10][CH2:9]1)=[O:7])([CH3:4])([CH3:3])[CH3:2].[I-:26].[Na+].O. Product: [C:1]([O:5][C:6]([N:8]1[CH2:13][CH2:12][C:11]([C:21]([O:23][CH2:24][CH3:25])=[O:22])([CH2:14][CH2:15][I:26])[CH2:10][CH2:9]1)=[O:7])([CH3:4])([CH3:3])[CH3:2]. The catalyst class is: 9. (2) Reactant: CO[C:3]([C:5]1[C:10]([NH2:11])=[N:9][CH:8]=[CH:7][N:6]=1)=[O:4].C(N([CH2:17][CH3:18])CC)C.C([CH:21]([C:25](Cl)=[O:26])[C:22](Cl)=[O:23])C.[O-:28]CC.[Na+].Cl. Product: [OH:4][C:3]1[C:5]2[N:6]=[CH:7][CH:8]=[N:9][C:10]=2[NH:11][C:25](=[O:26])[C:21]=1[C:22]([O:23][CH2:17][CH3:18])=[O:28]. The catalyst class is: 46. (3) Reactant: [OH:1][CH2:2][CH:3]1[CH2:8][CH2:7][CH:6]([OH:9])[CH2:5][CH2:4]1.C1N=CN([C:15]([N:17]2[CH:21]=N[CH:19]=[CH:18]2)=[O:16])C=1.N1CCCC1.[CH3:27]I.[CH2:29]([NH2:37])[CH2:30][C:31]1[CH:36]=[CH:35][CH:34]=[CH:33][CH:32]=1.[O:38]1CCC[CH2:39]1. Product: [CH2:29]([NH:37][C:39]([O:9][CH:6]1[CH2:7][CH2:8][CH:3]([CH2:2][O:1][C:15]([N:17]2[CH2:18][CH2:19][CH2:27][CH2:21]2)=[O:16])[CH2:4][CH2:5]1)=[O:38])[CH2:30][C:31]1[CH:36]=[CH:35][CH:34]=[CH:33][CH:32]=1. The catalyst class is: 192. (4) Product: [C:1]([O:5][C:6]([N:8]1[CH:12]=[C:11]([C:13]2[C:21]3[C:16](=[CH:17][CH:18]=[CH:19][CH:20]=3)[N:15]([CH3:22])[CH:14]=2)[N:10]([C:23]2[C:31]3[C:26](=[CH:27][CH:28]=[CH:29][CH:30]=3)[N:25]([CH2:34][CH2:35][CH2:36][CH2:37][N:38]3[C:42](=[O:43])[C:41]4[C:40](=[CH:47][CH:46]=[CH:45][CH:44]=4)[C:39]3=[O:48])[CH:24]=2)[C:9]1=[O:32])=[O:7])([CH3:4])([CH3:2])[CH3:3]. The catalyst class is: 3. Reactant: [C:1]([O:5][C:6]([N:8]1[CH:12]=[C:11]([C:13]2[C:21]3[C:16](=[CH:17][CH:18]=[CH:19][CH:20]=3)[N:15]([CH3:22])[CH:14]=2)[N:10]([C:23]2[C:31]3[C:26](=[CH:27][CH:28]=[CH:29][CH:30]=3)[NH:25][CH:24]=2)[C:9]1=[O:32])=[O:7])([CH3:4])([CH3:3])[CH3:2].Br[CH2:34][CH2:35][CH2:36][CH2:37][N:38]1[C:42](=[O:43])[C:41]2=[CH:44][CH:45]=[CH:46][CH:47]=[C:40]2[C:39]1=[O:48].[H-].[Na+].